From a dataset of Reaction yield outcomes from USPTO patents with 853,638 reactions. Predict the reaction yield, written as a fraction of the theoretical maximum amount of product (1.0 means a 100% yield; for example, 0.34 means a 34% yield). (1) The reactants are [CH3:1][C:2]1[C:3]([C:26]2[CH:31]=[CH:30][CH:29]=[C:28]([O:32]C)[CH:27]=2)=[C:4]([O:14][C:15]2[CH:20]=[CH:19][C:18](/[CH:21]=[CH:22]/[C:23]([OH:25])=[O:24])=[CH:17][CH:16]=2)[C:5]2[C:10]([CH:11]=1)=[CH:9][C:8]([O:12]C)=[CH:7][CH:6]=2.B(Br)(Br)Br.C([O-])(O)=O.[Na+].Cl. The catalyst is C(Cl)Cl. The product is [OH:12][C:8]1[CH:9]=[C:10]2[C:5](=[CH:6][CH:7]=1)[C:4]([O:14][C:15]1[CH:20]=[CH:19][C:18](/[CH:21]=[CH:22]/[C:23]([OH:25])=[O:24])=[CH:17][CH:16]=1)=[C:3]([C:26]1[CH:31]=[CH:30][CH:29]=[C:28]([OH:32])[CH:27]=1)[C:2]([CH3:1])=[CH:11]2. The yield is 0.570. (2) The reactants are [CH3:1][C:2]([Si:5]([CH3:17])([CH3:16])[O:6][CH2:7][C:8]1[CH:9]=[CH:10][C:11]([CH:14]=O)=[N:12][CH:13]=1)([CH3:4])[CH3:3].[Cl:18][C:19]1[CH:24]=[CH:23][CH:22]=[C:21]([F:25])[C:20]=1[CH2:26][NH:27][CH2:28][CH3:29].C(O[BH-](OC(=O)C)OC(=O)C)(=O)C.[Na+]. The catalyst is C1COCC1. The product is [Cl:18][C:19]1[CH:24]=[CH:23][CH:22]=[C:21]([F:25])[C:20]=1[CH2:26][N:27]([CH2:14][C:11]1[CH:10]=[CH:9][C:8]([CH2:7][O:6][Si:5]([C:2]([CH3:4])([CH3:3])[CH3:1])([CH3:17])[CH3:16])=[CH:13][N:12]=1)[CH2:28][CH3:29]. The yield is 0.580. (3) The yield is 0.930. The product is [CH3:1][O:2][C:3](=[O:26])[CH:4]([C:12]1[CH:17]=[CH:16][C:15]([S:18]([CH3:21])(=[O:19])=[O:20])=[C:14]([C:22]([F:25])([F:24])[F:23])[CH:13]=1)[CH2:5][CH:6]1[CH2:11][CH2:10][CH2:9][CH2:8][CH2:7]1. The catalyst is CO.O.O.O.O.O.O.[Ni](Cl)Cl. The reactants are [CH3:1][O:2][C:3](=[O:26])/[C:4](/[C:12]1[CH:17]=[CH:16][C:15]([S:18]([CH3:21])(=[O:20])=[O:19])=[C:14]([C:22]([F:25])([F:24])[F:23])[CH:13]=1)=[CH:5]/[CH:6]1[CH2:11][CH2:10][CH2:9][CH2:8][CH2:7]1.[BH4-].[Na+]. (4) The reactants are [F:1][C:2]([F:11])([F:10])[C:3]1[CH:4]=[CH:5][C:6]([NH2:9])=[N:7][CH:8]=1.[F:12][C:13]1[CH:14]=[C:15]([CH:18]=[CH:19][CH:20]=1)[CH:16]=O.O.C1(C)C=CC(S(O)(=O)=O)=CC=1.[N+:33]([C:35]([CH3:38])([CH3:37])[CH3:36])#[C-:34]. The catalyst is CO. The product is [C:35]([NH:33][C:34]1[N:7]2[CH:8]=[C:3]([C:2]([F:1])([F:10])[F:11])[CH:4]=[CH:5][C:6]2=[N:9][C:16]=1[C:15]1[CH:18]=[CH:19][CH:20]=[C:13]([F:12])[CH:14]=1)([CH3:38])([CH3:37])[CH3:36]. The yield is 0.0970. (5) The reactants are [C:1](N1C=CN=C1)(=[O:9])[C:2](N1C=CN=C1)=[O:3].[C:15]([O:19][C:20](=[O:57])[N:21]([C@H:23]([C:25](=[O:56])[NH:26][C@@H:27]1[C:33](=[O:34])[N:32]([CH2:35][C:36]2[C:45]3[C:40](=[CH:41][C:42]([C:46](=[NH:49])[NH:47][NH2:48])=[CH:43][CH:44]=3)[CH:39]=[CH:38][C:37]=2[O:50][CH3:51])[C:31]2[CH:52]=[CH:53][CH:54]=[CH:55][C:30]=2[CH2:29][CH2:28]1)[CH3:24])[CH3:22])([CH3:18])([CH3:17])[CH3:16]. The catalyst is C1COCC1. The product is [C:15]([O:19][C:20](=[O:57])[N:21]([C@H:23]([C:25](=[O:56])[NH:26][C@@H:27]1[C:33](=[O:34])[N:32]([CH2:35][C:36]2[C:45]3[C:40](=[CH:41][C:42]([C:46]4[NH:49][C:2](=[O:3])[C:1](=[O:9])[NH:48][N:47]=4)=[CH:43][CH:44]=3)[CH:39]=[CH:38][C:37]=2[O:50][CH3:51])[C:31]2[CH:52]=[CH:53][CH:54]=[CH:55][C:30]=2[CH2:29][CH2:28]1)[CH3:24])[CH3:22])([CH3:16])([CH3:17])[CH3:18]. The yield is 0.140. (6) The reactants are CO[C:3](=[O:21])[C:4]([OH:20])=[CH:5][C:6](=[O:19])[N:7]([CH2:10][C:11]1[CH:16]=[CH:15][C:14]([F:17])=[C:13]([CH3:18])[CH:12]=1)[O:8][CH3:9].C=O.CN.ClC1C=C(C=CC=1Cl)[CH2:30][N:31](C)[C:32](C1CN(C)C(=O)C=1O)=O. No catalyst specified. The product is [F:17][C:14]1[CH:15]=[CH:16][C:11]([CH2:10][N:7]([O:8][CH3:9])[C:6]([C:5]2[CH2:30][N:31]([CH3:32])[C:3](=[O:21])[C:4]=2[OH:20])=[O:19])=[CH:12][C:13]=1[CH3:18]. The yield is 0.760. (7) The reactants are [C:1]1([CH3:11])[CH:6]=[CH:5][CH:4]=[C:3]([CH2:7][C:8]([OH:10])=[O:9])[CH:2]=1.[Br:12]N1C(=O)CCC1=O.C(OCCCC)(=O)C. The catalyst is C(#N)C.N(C(C)(C)C#N)=NC(C)(C)C#N. The product is [Br:12][CH2:11][C:1]1[CH:2]=[C:3]([CH2:7][C:8]([OH:10])=[O:9])[CH:4]=[CH:5][CH:6]=1. The yield is 0.620.